This data is from NCI-60 drug combinations with 297,098 pairs across 59 cell lines. The task is: Regression. Given two drug SMILES strings and cell line genomic features, predict the synergy score measuring deviation from expected non-interaction effect. (1) Drug 1: CN(CC1=CN=C2C(=N1)C(=NC(=N2)N)N)C3=CC=C(C=C3)C(=O)NC(CCC(=O)O)C(=O)O. Drug 2: CC1=C(C=C(C=C1)C(=O)NC2=CC(=CC(=C2)C(F)(F)F)N3C=C(N=C3)C)NC4=NC=CC(=N4)C5=CN=CC=C5. Cell line: UACC62. Synergy scores: CSS=0.152, Synergy_ZIP=0.0471, Synergy_Bliss=0.865, Synergy_Loewe=-0.845, Synergy_HSA=-0.512. (2) Drug 1: CCC1(CC2CC(C3=C(CCN(C2)C1)C4=CC=CC=C4N3)(C5=C(C=C6C(=C5)C78CCN9C7C(C=CC9)(C(C(C8N6C=O)(C(=O)OC)O)OC(=O)C)CC)OC)C(=O)OC)O.OS(=O)(=O)O. Drug 2: C1C(C(OC1N2C=NC3=C2NC=NCC3O)CO)O. Synergy scores: CSS=2.40, Synergy_ZIP=-1.26, Synergy_Bliss=-2.96, Synergy_Loewe=-0.0991, Synergy_HSA=-2.59. Cell line: EKVX.